Task: Predict which catalyst facilitates the given reaction.. Dataset: Catalyst prediction with 721,799 reactions and 888 catalyst types from USPTO Reactant: Cl.[O:2]=[C:3]1[C:7]2[CH:8]=[CH:9][C:10]([NH:12]C(=O)C)=[CH:11][C:6]=2[O:5][CH2:4]1.C(=O)(O)[O-].[Na+].C(OCC)(=O)C. Product: [NH2:12][C:10]1[CH:9]=[CH:8][C:7]2[C:3](=[O:2])[CH2:4][O:5][C:6]=2[CH:11]=1. The catalyst class is: 5.